Dataset: Catalyst prediction with 721,799 reactions and 888 catalyst types from USPTO. Task: Predict which catalyst facilitates the given reaction. (1) Reactant: [CH3:1][C:2]([CH3:5])([O-])[CH3:3].[K+].CC(P(OC)(O)=O)([C:10]([O-:12])=[O:11])C.CC(C1[CH:26]=[CH:25][C:24]([N:27]2[CH2:32][CH2:31][O:30][CH2:29][CH2:28]2)=[CH:23][CH:22]=1)=O.[CH2:33]1COCC1. Product: [CH3:33][O:12][C:10](=[O:11])[CH:1]=[C:2]([C:5]1[CH:26]=[CH:25][C:24]([N:27]2[CH2:32][CH2:31][O:30][CH2:29][CH2:28]2)=[CH:23][CH:22]=1)[CH3:3]. The catalyst class is: 33. (2) Reactant: [Si:1](Cl)([C:14]([CH3:17])([CH3:16])[CH3:15])([C:8]1[CH:13]=[CH:12][CH:11]=[CH:10][CH:9]=1)[C:2]1[CH:7]=[CH:6][CH:5]=[CH:4][CH:3]=1.N1C=CN=C1.[OH:24][C:25]1[CH:34]=[CH:33][C:32]2[NH:31][C:30](=[O:35])[C:29]3=[C:36]([CH3:39])[NH:37][N:38]=[C:28]3[C:27]=2[CH:26]=1. Product: [C:14]([Si:1]([C:8]1[CH:13]=[CH:12][CH:11]=[CH:10][CH:9]=1)([C:2]1[CH:7]=[CH:6][CH:5]=[CH:4][CH:3]=1)[O:24][C:25]1[CH:34]=[CH:33][C:32]2[NH:31][C:30](=[O:35])[C:29]3=[C:36]([CH3:39])[NH:37][N:38]=[C:28]3[C:27]=2[CH:26]=1)([CH3:17])([CH3:16])[CH3:15]. The catalyst class is: 18. (3) Reactant: [C:1]1([CH2:7][C:8](Cl)=[O:9])[CH:6]=[CH:5][CH:4]=[CH:3][CH:2]=1.[CH2:11]([O:18][C:19]([C:21]1[S:22][C:23]([CH3:27])=[C:24]([NH2:26])[CH:25]=1)=[O:20])[C:12]1[CH:17]=[CH:16][CH:15]=[CH:14][CH:13]=1.C(N(C(C)C)CC)(C)C.Cl. Product: [CH2:11]([O:18][C:19]([C:21]1[S:22][C:23]([CH3:27])=[C:24]([NH:26][C:8](=[O:9])[CH2:7][C:1]2[CH:6]=[CH:5][CH:4]=[CH:3][CH:2]=2)[CH:25]=1)=[O:20])[C:12]1[CH:13]=[CH:14][CH:15]=[CH:16][CH:17]=1. The catalyst class is: 30.